From a dataset of Forward reaction prediction with 1.9M reactions from USPTO patents (1976-2016). Predict the product of the given reaction. Given the reactants [CH3:1][Si](C=[N+]=[N-])(C)C.[F:8][C:9]([F:16])([F:15])[C:10](=[O:14])[CH2:11][C:12]#[N:13], predict the reaction product. The product is: [F:8][C:9]([F:16])([F:15])[C:10]([O:14][CH3:1])=[CH:11][C:12]#[N:13].